From a dataset of Reaction yield outcomes from USPTO patents with 853,638 reactions. Predict the reaction yield, written as a fraction of the theoretical maximum amount of product (1.0 means a 100% yield; for example, 0.34 means a 34% yield). (1) The reactants are C[O:2][CH:3](OC)[CH2:4][N:5]([C:14]1[CH:19]=[CH:18][CH:17]=[CH:16][C:15]=1[O:20][C:21]([F:24])([F:23])[F:22])[C:6]([CH:8]1[CH2:13][CH2:12][CH2:11][CH2:10][CH2:9]1)=[O:7].C1(C=CC(O)=CC=1)O.C([O-])(O)=O.[Na+]. The catalyst is Cl. The product is [O:2]=[CH:3][CH2:4][N:5]([C:14]1[CH:19]=[CH:18][CH:17]=[CH:16][C:15]=1[O:20][C:21]([F:22])([F:23])[F:24])[C:6]([CH:8]1[CH2:9][CH2:10][CH2:11][CH2:12][CH2:13]1)=[O:7]. The yield is 0.880. (2) The reactants are [C:1]([O:5][C:6](=[O:30])[C:7]1[CH:12]=[CH:11][C:10]([C:13](=[O:28])/[CH:14]=[C:15](\[C:20]2[CH:25]=[C:24]([Cl:26])[CH:23]=[C:22]([Cl:27])[CH:21]=2)/[C:16]([F:19])([F:18])[F:17])=[CH:9][C:8]=1[CH3:29])([CH3:4])([CH3:3])[CH3:2].[C:31]([O:35][C:36](=[O:52])[CH2:37][N:38]=[C:39]([C:46]1[CH:51]=[CH:50][CH:49]=[CH:48][CH:47]=1)[C:40]1[CH:45]=[CH:44][CH:43]=[CH:42][CH:41]=1)([CH3:34])([CH3:33])[CH3:32].[OH-].[K+].O. The catalyst is C(#N)C. The product is [C:1]([O:5][C:6](=[O:30])[C:7]1[CH:12]=[CH:11][C:10]([C:13](=[O:28])[CH2:14][C:15]([CH:37]([N:38]=[C:39]([C:46]2[CH:47]=[CH:48][CH:49]=[CH:50][CH:51]=2)[C:40]2[CH:41]=[CH:42][CH:43]=[CH:44][CH:45]=2)[C:36]([O:35][C:31]([CH3:34])([CH3:33])[CH3:32])=[O:52])([C:20]2[CH:25]=[C:24]([Cl:26])[CH:23]=[C:22]([Cl:27])[CH:21]=2)[C:16]([F:17])([F:19])[F:18])=[CH:9][C:8]=1[CH3:29])([CH3:4])([CH3:3])[CH3:2]. The yield is 0.210. (3) The reactants are C([CH:3]([C:7](Cl)=[O:8])[C:4](Cl)=[O:5])C.[NH2:10][C:11]1[CH:16]=[CH:15][C:14]([C:17]([C:25]2[CH:30]=[CH:29][C:28]([Cl:31])=[CH:27][CH:26]=2)([OH:24])[C:18]2[N:22]([CH3:23])[CH:21]=[N:20][CH:19]=2)=[CH:13][C:12]=1[C:32]([C:34]1[CH:39]=[CH:38][CH:37]=[C:36]([Cl:40])[CH:35]=1)=O.N1[CH:46]=[CH:45]C=CC=1.[OH2:47]. The catalyst is C(Cl)Cl. The product is [Cl:40][C:36]1[CH:35]=[C:34]([C:32]2[C:12]3[C:11](=[CH:16][CH:15]=[C:14]([C:17]([C:25]4[CH:30]=[CH:29][C:28]([Cl:31])=[CH:27][CH:26]=4)([OH:24])[C:18]4[N:22]([CH3:23])[CH:21]=[N:20][CH:19]=4)[CH:13]=3)[NH:10][C:7](=[O:8])[C:3]=2[C:4]([O:5][CH2:45][CH3:46])=[O:47])[CH:39]=[CH:38][CH:37]=1. The yield is 0.600. (4) The reactants are [CH2:1]([C@@H:4]([C@H:12]([CH2:17][N:18]([CH2:29][C:30]1[CH:35]=[CH:34][CH:33]=[CH:32][CH:31]=1)[C:19]([O:21][CH2:22][C:23]1[CH:28]=[CH:27][CH:26]=[CH:25][CH:24]=1)=[O:20])[C:13]([O:15][CH3:16])=[O:14])[C:5]([O:7][C:8]([CH3:11])([CH3:10])[CH3:9])=[O:6])[CH:2]=C.[O:36]=[O+][O-].CSC. The catalyst is ClCCl. The product is [CH2:29]([N:18]([CH2:17][C@@H:12]([C@H:4]([CH2:1][CH:2]=[O:36])[C:5]([O:7][C:8]([CH3:9])([CH3:10])[CH3:11])=[O:6])[C:13]([O:15][CH3:16])=[O:14])[C:19]([O:21][CH2:22][C:23]1[CH:28]=[CH:27][CH:26]=[CH:25][CH:24]=1)=[O:20])[C:30]1[CH:35]=[CH:34][CH:33]=[CH:32][CH:31]=1. The yield is 0.790.